From a dataset of Forward reaction prediction with 1.9M reactions from USPTO patents (1976-2016). Predict the product of the given reaction. Given the reactants Cl[C:2]1[N:7]([C:8]2[CH:13]=[CH:12][CH:11]=[C:10]([C:14]([F:17])([F:16])[F:15])[CH:9]=2)[C:6](=[O:18])[N:5]([CH3:19])[C:4](=[O:20])[CH:3]=1.[CH:21]([Mg]Cl)([CH3:23])[CH3:22].Cl, predict the reaction product. The product is: [CH:21]([C:2]1[N:7]([C:8]2[CH:13]=[CH:12][CH:11]=[C:10]([C:14]([F:17])([F:16])[F:15])[CH:9]=2)[C:6](=[O:18])[N:5]([CH3:19])[C:4](=[O:20])[CH:3]=1)([CH3:23])[CH3:22].